Dataset: Forward reaction prediction with 1.9M reactions from USPTO patents (1976-2016). Task: Predict the product of the given reaction. (1) Given the reactants [N:1]1([S:5]([NH2:8])(=[O:7])=[O:6])[CH2:4][CH2:3][CH2:2]1.C1(P(C2CCCCC2)C2C=CC=CC=2C2C(C(C)C)=CC(C(C)C)=CC=2C(C)C)CCCCC1.C(=O)([O-])[O-].[Cs+].[Cs+].Cl[C:50]1[CH:55]=[C:54]([S:56][CH3:57])[N:53]=[C:52]([S:58][CH2:59][C:60]2[CH:65]=[CH:64][CH:63]=[C:62]([F:66])[C:61]=2[F:67])[N:51]=1.[Cl-].[NH4+], predict the reaction product. The product is: [F:67][C:61]1[C:62]([F:66])=[CH:63][CH:64]=[CH:65][C:60]=1[CH2:59][S:58][C:52]1[N:51]=[C:50]([NH:8][S:5]([N:1]2[CH2:4][CH2:3][CH2:2]2)(=[O:7])=[O:6])[CH:55]=[C:54]([S:56][CH3:57])[N:53]=1. (2) Given the reactants [Br:1][CH2:2][C:3](=[O:15])[C:4]([C:7]1[CH:12]=[CH:11][C:10]([Cl:13])=[C:9]([Cl:14])[CH:8]=1)([CH3:6])[CH3:5].C1N2CN3CN(C2)C[N:17]1C3, predict the reaction product. The product is: [BrH:1].[NH2:17][CH2:2][C:3](=[O:15])[C:4]([C:7]1[CH:12]=[CH:11][C:10]([Cl:13])=[C:9]([Cl:14])[CH:8]=1)([CH3:6])[CH3:5]. (3) Given the reactants [ClH:1].[O:2]=[C:3]1[NH:9][C:8]2[CH:10]=[C:11]([C:14]([O:16][CH3:17])=[O:15])[CH:12]=[CH:13][C:7]=2[CH2:6][N:5](C(OC(C)(C)C)=O)[CH2:4]1, predict the reaction product. The product is: [O:2]=[C:3]1[NH:9][C:8]2[CH:10]=[C:11]([C:14]([O:16][CH3:17])=[O:15])[CH:12]=[CH:13][C:7]=2[CH2:6][NH:5][CH2:4]1.[ClH:1].